From a dataset of Reaction yield outcomes from USPTO patents with 853,638 reactions. Predict the reaction yield, written as a fraction of the theoretical maximum amount of product (1.0 means a 100% yield; for example, 0.34 means a 34% yield). (1) The reactants are COC1C=CC(C[N:8]2[CH2:13][C@@H:12]([CH3:14])[C@@H:11]3[O:15][C:16](=[O:18])[NH:17][C@@H:10]3[CH2:9]2)=CC=1. The catalyst is CO.[OH-].[OH-].[Pd+2]. The product is [CH3:14][C@@H:12]1[CH2:13][NH:8][CH2:9][C@H:10]2[NH:17][C:16](=[O:18])[O:15][C@@H:11]12. The yield is 0.990. (2) The reactants are Br[C:2]1[CH:7]=[CH:6][CH:5]=[C:4]([CH2:8][F:9])[N:3]=1.[CH2:10]([C:14]1[CH:23]=[N:22][C:21]2[C:16](=[CH:17][CH:18]=[C:19]([F:24])[CH:20]=2)[N:15]=1)[CH2:11][C:12]#[CH:13]. No catalyst specified. The product is [F:24][C:19]1[CH:20]=[C:21]2[C:16](=[CH:17][CH:18]=1)[N:15]=[C:14]([CH2:10][CH2:11][C:12]#[C:13][C:2]1[CH:7]=[CH:6][CH:5]=[C:4]([CH2:8][F:9])[N:3]=1)[CH:23]=[N:22]2. The yield is 0.650.